This data is from NCI-60 drug combinations with 297,098 pairs across 59 cell lines. The task is: Regression. Given two drug SMILES strings and cell line genomic features, predict the synergy score measuring deviation from expected non-interaction effect. (1) Drug 1: CC1OCC2C(O1)C(C(C(O2)OC3C4COC(=O)C4C(C5=CC6=C(C=C35)OCO6)C7=CC(=C(C(=C7)OC)O)OC)O)O. Drug 2: CC1=C(N=C(N=C1N)C(CC(=O)N)NCC(C(=O)N)N)C(=O)NC(C(C2=CN=CN2)OC3C(C(C(C(O3)CO)O)O)OC4C(C(C(C(O4)CO)O)OC(=O)N)O)C(=O)NC(C)C(C(C)C(=O)NC(C(C)O)C(=O)NCCC5=NC(=CS5)C6=NC(=CS6)C(=O)NCCC[S+](C)C)O. Cell line: NCI-H460. Synergy scores: CSS=56.8, Synergy_ZIP=0.466, Synergy_Bliss=-0.0512, Synergy_Loewe=5.38, Synergy_HSA=7.01. (2) Drug 1: C1C(C(OC1N2C=C(C(=O)NC2=O)F)CO)O. Drug 2: CS(=O)(=O)OCCCCOS(=O)(=O)C. Cell line: SF-295. Synergy scores: CSS=14.8, Synergy_ZIP=-2.73, Synergy_Bliss=0.222, Synergy_Loewe=-29.4, Synergy_HSA=-0.966. (3) Drug 1: CCCS(=O)(=O)NC1=C(C(=C(C=C1)F)C(=O)C2=CNC3=C2C=C(C=N3)C4=CC=C(C=C4)Cl)F. Drug 2: C1CCC(CC1)NC(=O)N(CCCl)N=O. Cell line: SNB-75. Synergy scores: CSS=10.9, Synergy_ZIP=-5.81, Synergy_Bliss=2.17, Synergy_Loewe=1.00, Synergy_HSA=0.871. (4) Drug 1: CN(C)C1=NC(=NC(=N1)N(C)C)N(C)C. Drug 2: CC1=C(C(=O)C2=C(C1=O)N3CC4C(C3(C2COC(=O)N)OC)N4)N. Cell line: PC-3. Synergy scores: CSS=16.5, Synergy_ZIP=-5.60, Synergy_Bliss=-6.84, Synergy_Loewe=-54.0, Synergy_HSA=-7.64. (5) Drug 1: CN(C)N=NC1=C(NC=N1)C(=O)N. Drug 2: CCN(CC)CCNC(=O)C1=C(NC(=C1C)C=C2C3=C(C=CC(=C3)F)NC2=O)C. Cell line: SF-539. Synergy scores: CSS=0.591, Synergy_ZIP=-3.06, Synergy_Bliss=-6.66, Synergy_Loewe=-8.08, Synergy_HSA=-6.13.